Dataset: Forward reaction prediction with 1.9M reactions from USPTO patents (1976-2016). Task: Predict the product of the given reaction. (1) Given the reactants [Na+].[OH:2][C:3]1[CH:4]=[C:5]([S:27]([O-:30])(=[O:29])=[O:28])[C:6]2[CH:7]=[CH:8][C:9]3[C:18]4[C:17]=2[C:16]=1[CH:15]=[CH:14][C:13]=4[C:12]([S:19]([O-:22])(=[O:21])=[O:20])=[CH:11][C:10]=3[S:23]([O-:26])(=[O:25])=[O:24].[Na+].[Na+].C(N(C(C)C)CC)(C)C.Br[CH2:43][CH2:44][CH2:45][CH2:46][CH2:47][C:48]([O:50]CC)=[O:49], predict the reaction product. The product is: [C:48]([CH2:47][CH2:46][CH2:45][CH2:44][CH2:43][O:2][C:3]1[CH:4]=[C:5]([S:27]([OH:30])(=[O:29])=[O:28])[C:6]2[CH:7]=[CH:8][C:9]3[C:18]4[C:17]=2[C:16]=1[CH:15]=[CH:14][C:13]=4[C:12]([S:19]([OH:22])(=[O:21])=[O:20])=[CH:11][C:10]=3[S:23]([OH:26])(=[O:24])=[O:25])([OH:50])=[O:49]. (2) Given the reactants Br[C:2]1[CH:7]=[CH:6][C:5]([CH3:8])=[CH:4][C:3]=1[O:9][CH3:10].C([Li])(C)(C)C.CCCCC.[B:21](OC)([O:24]C)[O:22]C, predict the reaction product. The product is: [CH3:10][O:9][C:3]1[CH:4]=[C:5]([CH3:8])[CH:6]=[CH:7][C:2]=1[B:21]([OH:24])[OH:22]. (3) The product is: [CH3:12][N:8]1[C:9]2[C:5](=[CH:4][C:3]([OH:2])=[CH:11][CH:10]=2)[C:6]([C:13]2[N:25]([S:26]([C:29]3[CH:35]=[CH:34][C:32]([CH3:33])=[CH:31][CH:30]=3)(=[O:28])=[O:27])[C:16]3=[N:17][CH:18]=[C:19]4[CH:23]=[N:22][N:21]([CH3:24])[C:20]4=[C:15]3[CH:14]=2)=[CH:7]1. Given the reactants C[O:2][C:3]1[CH:4]=[C:5]2[C:9](=[CH:10][CH:11]=1)[N:8]([CH3:12])[CH:7]=[C:6]2[C:13]1[N:25]([S:26]([C:29]2[CH:35]=[CH:34][C:32]([CH3:33])=[CH:31][CH:30]=2)(=[O:28])=[O:27])[C:16]2=[N:17][CH:18]=[C:19]3[CH:23]=[N:22][N:21]([CH3:24])[C:20]3=[C:15]2[CH:14]=1.B(Br)(Br)Br.CO.C([O-])(O)=O.[Na+], predict the reaction product.